Dataset: Forward reaction prediction with 1.9M reactions from USPTO patents (1976-2016). Task: Predict the product of the given reaction. (1) Given the reactants [Cl:1][C:2]1[CH:7]=[CH:6][C:5]([C:8]([C@@H:10]2[O:17][C@@H:16]3[C@@H:12]([O:13][C:14]([CH3:19])([CH3:18])[O:15]3)[C@@H:11]2[OH:20])=[O:9])=[CH:4][C:3]=1[CH2:21][C:22]1[CH:31]=[CH:30][C:25]2[O:26][CH2:27][CH2:28][O:29][C:24]=2[CH:23]=1.[BH4-].[Na+], predict the reaction product. The product is: [Cl:1][C:2]1[CH:7]=[CH:6][C:5]([C@H:8]([OH:9])[C@@H:10]2[O:17][C@@H:16]3[C@@H:12]([O:13][C:14]([CH3:18])([CH3:19])[O:15]3)[C@@H:11]2[OH:20])=[CH:4][C:3]=1[CH2:21][C:22]1[CH:31]=[CH:30][C:25]2[O:26][CH2:27][CH2:28][O:29][C:24]=2[CH:23]=1. (2) Given the reactants [C:1]([O:4][CH2:5][C:6]1[C:7]([CH3:36])=[C:8]([NH:14][C:15]([C:17]2[S:18][CH:19]=[CH:20][C:21]=2[S:22]([N:25]([C:29]2[O:33][N:32]=[C:31]([CH3:34])[C:30]=2[CH3:35])COC)(=[O:24])=[O:23])=[O:16])[C:9]([CH3:13])=[CH:10][C:11]=1[CH3:12])(=[O:3])[CH3:2], predict the reaction product. The product is: [C:1]([O:4][CH2:5][C:6]1[C:7]([CH3:36])=[C:8]([NH:14][C:15]([C:17]2[S:18][CH:19]=[CH:20][C:21]=2[S:22](=[O:24])(=[O:23])[NH:25][C:29]2[O:33][N:32]=[C:31]([CH3:34])[C:30]=2[CH3:35])=[O:16])[C:9]([CH3:13])=[CH:10][C:11]=1[CH3:12])(=[O:3])[CH3:2]. (3) Given the reactants Br[C:2]1[CH:7]=[CH:6][C:5]([C@@H:8]([N:10]2[CH2:15][CH2:14][C@:13]([CH2:22][C:23]([OH:26])([CH3:25])[CH3:24])([C:16]3[CH:21]=[CH:20][CH:19]=[CH:18][CH:17]=3)[O:12][C:11]2=[O:27])[CH3:9])=[CH:4][CH:3]=1.[OH:28][C:29]([CH3:33])([CH3:32])[C:30]#[CH:31], predict the reaction product. The product is: [OH:26][C:23]([CH3:25])([CH3:24])[CH2:22][C@@:13]1([C:16]2[CH:21]=[CH:20][CH:19]=[CH:18][CH:17]=2)[O:12][C:11](=[O:27])[N:10]([C@H:8]([C:5]2[CH:6]=[CH:7][C:2]([C:31]#[C:30][C:29]([OH:28])([CH3:33])[CH3:32])=[CH:3][CH:4]=2)[CH3:9])[CH2:15][CH2:14]1. (4) Given the reactants C[O:2][C:3](=[O:23])[C@@H:4]([N:9]1[CH2:17][C:16]2[C:11](=[CH:12][CH:13]=[CH:14][C:15]=2[C:18]([F:21])([F:20])[F:19])[C:10]1=[O:22])[CH2:5][CH2:6][S:7][CH3:8].O.[OH-].[Li+], predict the reaction product. The product is: [CH3:8][S:7][CH2:6][CH2:5][C@H:4]([N:9]1[CH2:17][C:16]2[C:11](=[CH:12][CH:13]=[CH:14][C:15]=2[C:18]([F:20])([F:21])[F:19])[C:10]1=[O:22])[C:3]([OH:23])=[O:2].